Dataset: Full USPTO retrosynthesis dataset with 1.9M reactions from patents (1976-2016). Task: Predict the reactants needed to synthesize the given product. (1) Given the product [CH2:1]([O:8][C:9]1[CH:10]=[CH:11][C:12]([C:13]([NH:20][NH:19][C:18]([O:22][C:23]([CH3:26])([CH3:25])[CH3:24])=[O:21])=[O:15])=[CH:16][CH:17]=1)[C:2]1[CH:3]=[CH:4][CH:5]=[CH:6][CH:7]=1, predict the reactants needed to synthesize it. The reactants are: [CH2:1]([O:8][C:9]1[CH:17]=[CH:16][C:12]([C:13]([OH:15])=O)=[CH:11][CH:10]=1)[C:2]1[CH:7]=[CH:6][CH:5]=[CH:4][CH:3]=1.[C:18]([O:22][C:23]([CH3:26])([CH3:25])[CH3:24])(=[O:21])[NH:19][NH2:20].Cl.CN(C)CCCN=C=NCC.O.ON1C2C=CC=CC=2N=N1. (2) Given the product [ClH:39].[Cl:39][C:35]1[C:34]([CH3:40])=[N:33][C:32]2[N:37]([N:38]=[C:30]3[CH2:29][N:28]([C:26]([C:20]4[CH:21]=[CH:22][C:23]([F:25])=[CH:24][C:19]=4[O:18][CH2:17][CH2:16][NH:14][CH3:13])=[O:27])[CH2:41][C:31]3=2)[CH:36]=1, predict the reactants needed to synthesize it. The reactants are: Cl.O1CCOCC1.C(O[C:13](=O)[N:14]([CH2:16][CH2:17][O:18][C:19]1[CH:24]=[C:23]([F:25])[CH:22]=[CH:21][C:20]=1[C:26]([N:28]1[CH2:41][C:31]2=[C:32]3[N:37]([N:38]=[C:30]2[CH2:29]1)[CH:36]=[C:35]([Cl:39])[C:34]([CH3:40])=[N:33]3)=[O:27])C)(C)(C)C. (3) The reactants are: [C:1]([C:5]1[CH:10]=[CH:9][C:8]([S:11]([N:14]([CH2:24][C:25](O)=[O:26])[C:15]2[CH:20]=[CH:19][CH:18]=[CH:17][C:16]=2[C:21](=[O:23])[NH2:22])(=[O:13])=[O:12])=[CH:7][CH:6]=1)([CH3:4])([CH3:3])[CH3:2].[CH2:28]([NH:35][CH2:36][CH3:37])[C:29]1[CH:34]=[CH:33][CH:32]=[CH:31][CH:30]=1. Given the product [CH2:28]([N:35]([CH2:36][CH3:37])[C:25]([CH2:24][N:14]([S:11]([C:8]1[CH:9]=[CH:10][C:5]([C:1]([CH3:4])([CH3:2])[CH3:3])=[CH:6][CH:7]=1)(=[O:13])=[O:12])[C:15]1[CH:20]=[CH:19][CH:18]=[CH:17][C:16]=1[C:21]([NH2:22])=[O:23])=[O:26])[C:29]1[CH:34]=[CH:33][CH:32]=[CH:31][CH:30]=1, predict the reactants needed to synthesize it.